Dataset: Peptide-MHC class I binding affinity with 185,985 pairs from IEDB/IMGT. Task: Regression. Given a peptide amino acid sequence and an MHC pseudo amino acid sequence, predict their binding affinity value. This is MHC class I binding data. The peptide sequence is KIYEGQVEV. The MHC is HLA-B57:01 with pseudo-sequence HLA-B57:01. The binding affinity (normalized) is 0.154.